The task is: Predict the reactants needed to synthesize the given product.. This data is from Retrosynthesis with 50K atom-mapped reactions and 10 reaction types from USPTO. (1) Given the product CCC(=O)c1[nH]c(-c2ccc(Cl)cc2)c(C)c1-c1ccc(S(N)(=O)=O)cc1, predict the reactants needed to synthesize it. The reactants are: CCC(=O)c1[nH]c(-c2ccc(Cl)cc2)c(C)c1Br.NS(=O)(=O)c1ccc(B(O)O)cc1. (2) Given the product COC(=O)C(Oc1ccc(C(C)(C)C)cc1Cl)c1ccc(Oc2ccc(Cl)cc2)cc1, predict the reactants needed to synthesize it. The reactants are: CC(C)(C)c1ccc(O)c(Cl)c1.COC(=O)C(Br)c1ccc(Oc2ccc(Cl)cc2)cc1. (3) The reactants are: C[Mg+].Cc1nn(-c2ccc(C#N)c(Cl)c2)c(C)c1Cc1ccc(C(=O)N2CCC(=O)CC2)cc1. Given the product Cc1nn(-c2ccc(C#N)c(Cl)c2)c(C)c1Cc1ccc(C(=O)N2CCC(C)(O)CC2)cc1, predict the reactants needed to synthesize it. (4) Given the product Cc1ccc(/C=C/C(=O)O)cc1-c1cc2c(cc1C)C(C)(C)CCC2(C)C, predict the reactants needed to synthesize it. The reactants are: CCOC(=O)/C=C/c1ccc(C)c(-c2cc3c(cc2C)C(C)(C)CCC3(C)C)c1. (5) Given the product CCCCCCCCCCCCOC(=O)c1ccccc1[N+](=O)[O-], predict the reactants needed to synthesize it. The reactants are: CCCCCCCCCCCCO.O=C(O)c1ccccc1[N+](=O)[O-].